Regression. Given two drug SMILES strings and cell line genomic features, predict the synergy score measuring deviation from expected non-interaction effect. From a dataset of NCI-60 drug combinations with 297,098 pairs across 59 cell lines. (1) Drug 1: CC1C(C(CC(O1)OC2CC(CC3=C2C(=C4C(=C3O)C(=O)C5=C(C4=O)C(=CC=C5)OC)O)(C(=O)C)O)N)O.Cl. Drug 2: C1C(C(OC1N2C=NC3=C(N=C(N=C32)Cl)N)CO)O. Cell line: ACHN. Synergy scores: CSS=19.4, Synergy_ZIP=-12.9, Synergy_Bliss=-10.3, Synergy_Loewe=-18.5, Synergy_HSA=-8.79. (2) Drug 1: C1=NC2=C(N=C(N=C2N1C3C(C(C(O3)CO)O)F)Cl)N. Drug 2: C1C(C(OC1N2C=NC3=C2NC=NCC3O)CO)O. Cell line: KM12. Synergy scores: CSS=20.4, Synergy_ZIP=1.44, Synergy_Bliss=0.447, Synergy_Loewe=-10.4, Synergy_HSA=-0.561. (3) Synergy scores: CSS=7.18, Synergy_ZIP=1.20, Synergy_Bliss=8.36, Synergy_Loewe=1.56, Synergy_HSA=2.91. Cell line: CCRF-CEM. Drug 1: CN1CCC(CC1)COC2=C(C=C3C(=C2)N=CN=C3NC4=C(C=C(C=C4)Br)F)OC. Drug 2: CC1=C(C=C(C=C1)C(=O)NC2=CC(=CC(=C2)C(F)(F)F)N3C=C(N=C3)C)NC4=NC=CC(=N4)C5=CN=CC=C5. (4) Drug 1: CC1C(C(=O)NC(C(=O)N2CCCC2C(=O)N(CC(=O)N(C(C(=O)O1)C(C)C)C)C)C(C)C)NC(=O)C3=C4C(=C(C=C3)C)OC5=C(C(=O)C(=C(C5=N4)C(=O)NC6C(OC(=O)C(N(C(=O)CN(C(=O)C7CCCN7C(=O)C(NC6=O)C(C)C)C)C)C(C)C)C)N)C. Drug 2: CC(C)(C#N)C1=CC(=CC(=C1)CN2C=NC=N2)C(C)(C)C#N. Cell line: MDA-MB-435. Synergy scores: CSS=24.1, Synergy_ZIP=-3.69, Synergy_Bliss=1.10, Synergy_Loewe=-8.80, Synergy_HSA=-1.47. (5) Drug 1: C#CCC(CC1=CN=C2C(=N1)C(=NC(=N2)N)N)C3=CC=C(C=C3)C(=O)NC(CCC(=O)O)C(=O)O. Drug 2: COCCOC1=C(C=C2C(=C1)C(=NC=N2)NC3=CC=CC(=C3)C#C)OCCOC.Cl. Cell line: SNB-75. Synergy scores: CSS=-0.907, Synergy_ZIP=-0.867, Synergy_Bliss=-2.02, Synergy_Loewe=-2.15, Synergy_HSA=-2.34. (6) Drug 1: CN1CCC(CC1)COC2=C(C=C3C(=C2)N=CN=C3NC4=C(C=C(C=C4)Br)F)OC. Drug 2: CC1=C(C(=CC=C1)Cl)NC(=O)C2=CN=C(S2)NC3=CC(=NC(=N3)C)N4CCN(CC4)CCO. Cell line: OVCAR-5. Synergy scores: CSS=24.3, Synergy_ZIP=-6.70, Synergy_Bliss=1.63, Synergy_Loewe=2.24, Synergy_HSA=2.89. (7) Drug 1: C1=CC(=CC=C1C#N)C(C2=CC=C(C=C2)C#N)N3C=NC=N3. Drug 2: C#CCC(CC1=CN=C2C(=N1)C(=NC(=N2)N)N)C3=CC=C(C=C3)C(=O)NC(CCC(=O)O)C(=O)O. Cell line: OVCAR-8. Synergy scores: CSS=55.5, Synergy_ZIP=2.52, Synergy_Bliss=0.845, Synergy_Loewe=-27.8, Synergy_HSA=0.772. (8) Synergy scores: CSS=-5.66, Synergy_ZIP=3.36, Synergy_Bliss=-0.872, Synergy_Loewe=-4.22, Synergy_HSA=-4.69. Cell line: M14. Drug 2: CN(CCCl)CCCl.Cl. Drug 1: CC1=C(C=C(C=C1)NC2=NC=CC(=N2)N(C)C3=CC4=NN(C(=C4C=C3)C)C)S(=O)(=O)N.Cl. (9) Drug 1: COC1=CC(=CC(=C1O)OC)C2C3C(COC3=O)C(C4=CC5=C(C=C24)OCO5)OC6C(C(C7C(O6)COC(O7)C8=CC=CS8)O)O. Drug 2: C1=NC(=NC(=O)N1C2C(C(C(O2)CO)O)O)N. Cell line: HOP-92. Synergy scores: CSS=43.1, Synergy_ZIP=1.76, Synergy_Bliss=2.79, Synergy_Loewe=-2.80, Synergy_HSA=5.44. (10) Drug 1: CC(C)(C#N)C1=CC(=CC(=C1)CN2C=NC=N2)C(C)(C)C#N. Drug 2: C1=NC2=C(N1)C(=S)N=CN2. Cell line: SK-OV-3. Synergy scores: CSS=27.4, Synergy_ZIP=-1.85, Synergy_Bliss=3.77, Synergy_Loewe=1.78, Synergy_HSA=3.28.